This data is from Catalyst prediction with 721,799 reactions and 888 catalyst types from USPTO. The task is: Predict which catalyst facilitates the given reaction. (1) Reactant: [Na].[O:2]1[C:6]2[CH:7]=[CH:8][C:9]([C:11]3[C:12]([O:38][CH3:39])=[N:13][N:14]([CH3:37])[C:15]=3[N:16](S(C3C=CC(Cl)=CC=3)(=O)=O)[S:17]([C:20]3[CH:25]=[CH:24][C:23]([Cl:26])=[CH:22][CH:21]=3)(=[O:19])=[O:18])=[CH:10][C:5]=2[O:4][CH2:3]1.[Cl-].[NH4+].O. Product: [O:2]1[C:6]2[CH:7]=[CH:8][C:9]([C:11]3[C:12]([O:38][CH3:39])=[N:13][N:14]([CH3:37])[C:15]=3[NH:16][S:17]([C:20]3[CH:25]=[CH:24][C:23]([Cl:26])=[CH:22][CH:21]=3)(=[O:19])=[O:18])=[CH:10][C:5]=2[O:4][CH2:3]1. The catalyst class is: 138. (2) Reactant: [C:1]([C:5]1[CH:6]=[CH:7][C:8]([O:13][C:14]2[C:23]3[C:18](=[CH:19][C:20]([O:26][CH3:27])=[C:21]([O:24][CH3:25])[CH:22]=3)[N:17]=[CH:16][CH:15]=2)=[C:9]([CH:12]=1)[CH:10]=[O:11])([CH3:4])([CH3:3])[CH3:2].[CH2:28]([Mg]Br)[CH3:29].O. Product: [C:1]([C:5]1[CH:6]=[CH:7][C:8]([O:13][C:14]2[C:23]3[C:18](=[CH:19][C:20]([O:26][CH3:27])=[C:21]([O:24][CH3:25])[CH:22]=3)[N:17]=[CH:16][CH:15]=2)=[C:9]([CH:10]([OH:11])[CH2:28][CH3:29])[CH:12]=1)([CH3:4])([CH3:2])[CH3:3]. The catalyst class is: 7.